Dataset: Peptide-MHC class I binding affinity with 185,985 pairs from IEDB/IMGT. Task: Regression. Given a peptide amino acid sequence and an MHC pseudo amino acid sequence, predict their binding affinity value. This is MHC class I binding data. The MHC is HLA-A32:01 with pseudo-sequence HLA-A32:01. The peptide sequence is QVPLRPMTSK. The binding affinity (normalized) is 0.